This data is from Reaction yield outcomes from USPTO patents with 853,638 reactions. The task is: Predict the reaction yield, written as a fraction of the theoretical maximum amount of product (1.0 means a 100% yield; for example, 0.34 means a 34% yield). (1) The reactants are [O:1]1[CH:5]=[CH:4][CH:3]=[C:2]1[C:6](Cl)=[O:7].[F:9][C:10]1[CH:36]=[CH:35][C:13]([CH2:14][N:15]2[C:24]3[C:19](=[CH:20][C:21]([CH3:25])=[CH:22][CH:23]=3)[C:18]([N:26]3[CH2:31][CH2:30][NH:29][CH2:28][CH2:27]3)=[C:17]([C:32]#[N:33])[C:16]2=[O:34])=[CH:12][CH:11]=1. The catalyst is N1C=CC=CC=1. The product is [F:9][C:10]1[CH:11]=[CH:12][C:13]([CH2:14][N:15]2[C:24]3[C:19](=[CH:20][C:21]([CH3:25])=[CH:22][CH:23]=3)[C:18]([N:26]3[CH2:31][CH2:30][N:29]([C:6]([C:2]4[O:1][CH:5]=[CH:4][CH:3]=4)=[O:7])[CH2:28][CH2:27]3)=[C:17]([C:32]#[N:33])[C:16]2=[O:34])=[CH:35][CH:36]=1. The yield is 0.850. (2) The reactants are [CH3:1][S:2][CH:3]([C:5]1[CH:6]=[CH:7][C:8]([C:11]([Cl:14])([Cl:13])[Cl:12])=[N:9][CH:10]=1)[CH3:4].[N:15]#[C:16][NH2:17].C(O)(=O)C.C(O)(=O)C.IC1C=CC=CC=1. The catalyst is C1COCC1. The product is [CH3:1][S:2]([CH:3]([C:5]1[CH:10]=[N:9][C:8]([C:11]([Cl:14])([Cl:13])[Cl:12])=[CH:7][CH:6]=1)[CH3:4])=[N:17][C:16]#[N:15]. The yield is 0.400. (3) The reactants are [CH3:1][C:2]1[CH:7]=[CH:6][C:5](B(O)O)=[CH:4][CH:3]=1.Cl[C:12]1[C:21]2[C:16](=[CH:17][CH:18]=[CH:19][CH:20]=2)[CH:15]=[CH:14][N:13]=1.C1(C)C=CC=CC=1.C(=O)([O-])[O-].[Na+].[Na+]. The catalyst is [Pd].C1(P(C2C=CC=CC=2)C2C=CC=CC=2)C=CC=CC=1.C1(P(C2C=CC=CC=2)C2C=CC=CC=2)C=CC=CC=1.C1(P(C2C=CC=CC=2)C2C=CC=CC=2)C=CC=CC=1.C1(P(C2C=CC=CC=2)C2C=CC=CC=2)C=CC=CC=1.C(O)C. The product is [CH3:1][C:2]1[CH:7]=[CH:6][C:5]([C:12]2[C:21]3[C:16](=[CH:17][CH:18]=[CH:19][CH:20]=3)[CH:15]=[CH:14][N:13]=2)=[CH:4][CH:3]=1. The yield is 0.511. (4) The reactants are [CH2:1]([N:8]1[CH2:13][C@@H:12]([CH3:14])[CH2:11][C:10](=[O:15])[CH2:9]1)[C:2]1[CH:7]=[CH:6][CH:5]=[CH:4][CH:3]=1.CCC(C)[BH-](C(C)CC)C(C)CC.[K+]. The catalyst is C1COCC1.O. The product is [CH2:1]([N:8]1[CH2:13][C@@H:12]([CH3:14])[CH2:11][C@H:10]([OH:15])[CH2:9]1)[C:2]1[CH:3]=[CH:4][CH:5]=[CH:6][CH:7]=1. The yield is 0.430. (5) The reactants are [F:1][C:2]([F:21])([F:20])[C:3]1[CH:8]=[CH:7][C:6]([C:9]2[C:13]([C:14]3[CH:19]=[CH:18][N:17]=[CH:16][CH:15]=3)=[CH:12][NH:11][N:10]=2)=[CH:5][CH:4]=1.[CH2:22]([CH:24]1[O:26][CH2:25]1)Cl.C(=O)([O-])[O-].[Cs+].[Cs+]. The catalyst is CN(C=O)C.CCOC(C)=O. The product is [O:26]1[CH2:25][CH:24]1[CH2:22][N:11]1[CH:12]=[C:13]([C:14]2[CH:19]=[CH:18][N:17]=[CH:16][CH:15]=2)[C:9]([C:6]2[CH:5]=[CH:4][C:3]([C:2]([F:1])([F:20])[F:21])=[CH:8][CH:7]=2)=[N:10]1. The yield is 0.330. (6) The reactants are Cl[C:2]1[N:7]=[C:6]([NH:8][C:9]2[CH:18]=[CH:17][C:12]3[NH:13][C:14](=[O:16])[NH:15][C:11]=3[CH:10]=2)[C:5]([F:19])=[CH:4][N:3]=1.[CH3:20][N:21]1[CH2:26][CH2:25][N:24]([C:27]2[N:32]=[CH:31][C:30]([NH2:33])=[CH:29][CH:28]=2)[CH2:23][CH2:22]1.C(O)(C(F)(F)F)=O. The catalyst is CC(O)C. The product is [NH:13]1[C:12]2[CH:17]=[CH:18][C:9]([NH:8][C:6]3[C:5]([F:19])=[CH:4][N:3]=[C:2]([NH:33][C:30]4[CH:29]=[CH:28][C:27]([N:24]5[CH2:25][CH2:26][N:21]([CH3:20])[CH2:22][CH2:23]5)=[N:32][CH:31]=4)[N:7]=3)=[CH:10][C:11]=2[NH:15][C:14]1=[O:16]. The yield is 0.600. (7) The reactants are Br[C:2]1[C:11]2[C:6](=[CH:7][C:8]([CH2:14][CH3:15])=[C:9]([O:12][CH3:13])[CH:10]=2)[N:5]=[N:4][CH:3]=1.[CH3:16][O:17][C:18]1[CH:27]=[C:26]2[C:21]([CH2:22][CH2:23][NH:24][C:25]2=[O:28])=[CH:20][CH:19]=1.C(=O)([O-])[O-].[K+].[K+].CNCCNC. The catalyst is [Cu]I.C1(C)C=CC=CC=1. The product is [CH2:14]([C:8]1[CH:7]=[C:6]2[C:11]([C:2]([N:24]3[CH2:23][CH2:22][C:21]4[C:26](=[CH:27][C:18]([O:17][CH3:16])=[CH:19][CH:20]=4)[C:25]3=[O:28])=[CH:3][N:4]=[N:5]2)=[CH:10][C:9]=1[O:12][CH3:13])[CH3:15]. The yield is 0.400. (8) The reactants are [C:1]1([CH:7]([C:35]2[CH:40]=[CH:39][CH:38]=[CH:37][CH:36]=2)[CH2:8][NH:9][C:10]2[N:18]=[C:17]([C:19](OC)=[O:20])[N:16]=[C:15]3[C:11]=2[N:12]=[CH:13][N:14]3[C@H:23]2[C@H:27]([OH:28])[C@H:26]([OH:29])[C@@H:25]([C:30]([NH:32][CH2:33][CH3:34])=[O:31])[O:24]2)[CH:6]=[CH:5][CH:4]=[CH:3][CH:2]=1.[CH2:41]([N:48]1[CH2:53][CH2:52][CH:51]([NH2:54])[CH2:50][CH2:49]1)[C:42]1[CH:47]=[CH:46][CH:45]=[CH:44][CH:43]=1. The catalyst is ClCCl. The product is [CH2:41]([N:48]1[CH2:53][CH2:52][CH:51]([NH:54][C:19]([C:17]2[N:16]=[C:15]3[C:11]([N:12]=[CH:13][N:14]3[C@H:23]3[C@H:27]([OH:28])[C@H:26]([OH:29])[C@@H:25]([C:30]([NH:32][CH2:33][CH3:34])=[O:31])[O:24]3)=[C:10]([NH:9][CH2:8][CH:7]([C:1]3[CH:2]=[CH:3][CH:4]=[CH:5][CH:6]=3)[C:35]3[CH:40]=[CH:39][CH:38]=[CH:37][CH:36]=3)[N:18]=2)=[O:20])[CH2:50][CH2:49]1)[C:42]1[CH:43]=[CH:44][CH:45]=[CH:46][CH:47]=1. The yield is 0.800. (9) The reactants are C(N[C:6]([C:8]1[S:12][C:11]2[CH2:13][C:14]([CH3:17])([CH3:16])[CH2:15][C:10]=2[C:9]=1[CH:18]=[N:19][NH2:20])=[O:7])(C)(C)C. The product is [CH3:17][C:14]1([CH3:16])[CH2:13][C:11]2[S:12][C:8]3[C:6](=[O:7])[NH:20][N:19]=[CH:18][C:9]=3[C:10]=2[CH2:15]1. The catalyst is OS(O)(=O)=O. The yield is 0.600.